This data is from Peptide-MHC class I binding affinity with 185,985 pairs from IEDB/IMGT. The task is: Regression. Given a peptide amino acid sequence and an MHC pseudo amino acid sequence, predict their binding affinity value. This is MHC class I binding data. (1) The peptide sequence is YANLDDVYSY. The MHC is HLA-A11:01 with pseudo-sequence HLA-A11:01. The binding affinity (normalized) is 0.663. (2) The peptide sequence is KYCWNLLQY. The MHC is HLA-B53:01 with pseudo-sequence HLA-B53:01. The binding affinity (normalized) is 0. (3) The MHC is Mamu-A02 with pseudo-sequence Mamu-A02. The binding affinity (normalized) is 0.654. The peptide sequence is IAPIMFSNKM. (4) The binding affinity (normalized) is 0.0452. The MHC is Mamu-A11 with pseudo-sequence Mamu-A11. The peptide sequence is PEALCDPT. (5) The MHC is HLA-A02:16 with pseudo-sequence HLA-A02:16. The binding affinity (normalized) is 1.00. The peptide sequence is FLQGAKWYL. (6) The peptide sequence is NFWLNTLLF. The MHC is HLA-A02:06 with pseudo-sequence HLA-A02:06. The binding affinity (normalized) is 0.289. (7) The peptide sequence is ILLRKGHVF. The MHC is HLA-A01:01 with pseudo-sequence HLA-A01:01. The binding affinity (normalized) is 0.0847. (8) The peptide sequence is FPLWNTEKI. The MHC is HLA-B15:01 with pseudo-sequence HLA-B15:01. The binding affinity (normalized) is 0.0847. (9) The peptide sequence is TFSILNRKA. The MHC is HLA-A11:01 with pseudo-sequence HLA-A11:01. The binding affinity (normalized) is 0.